This data is from Catalyst prediction with 721,799 reactions and 888 catalyst types from USPTO. The task is: Predict which catalyst facilitates the given reaction. (1) Reactant: C(I)(C([C:7]([C:10]([C:13]([C:16]([F:19])([F:18])[F:17])([F:15])[F:14])([F:12])[F:11])([F:9])[F:8])(F)F)(F)F.C(CCI)(C(F)(F)F)(C(F)(F)F)F.C=C.N(C(C)(C)C#N)=NC(C)(C)C#N.C(C(CI)(F)F)(F)(F)F.[Na+].[I-].C(C(C(C([S:72]([N:75]([CH2:77][CH2:78]I)[CH3:76])(=[O:74])=[O:73])(F)F)(F)F)(F)F)(F)(F)F.C(C(C(C(S(N(CCO)C)(=O)=O)(F)F)(F)F)(F)F)(F)(F)F.S(Cl)([Cl:103])=O. Product: [C:16]([C:13]([C:10]([C:7]([S:72]([N:75]([CH2:77][CH2:78][Cl:103])[CH3:76])(=[O:74])=[O:73])([F:8])[F:9])([F:11])[F:12])([F:14])[F:15])([F:17])([F:18])[F:19]. The catalyst class is: 2. (2) Reactant: CC(C)([O-])C.[K+].[CH3:7][O:8][CH2:9][CH2:10][O:11][C:12]1[CH:13]=[C:14]([C:18]#[C:19][C:20]2[C:21]([NH2:29])=[N:22][CH:23]=[C:24]([N+:26]([O-:28])=[O:27])[CH:25]=2)[CH:15]=[CH:16][CH:17]=1.O1CCCC1. Product: [CH3:7][O:8][CH2:9][CH2:10][O:11][C:12]1[CH:13]=[C:14]([C:18]2[NH:29][C:21]3=[N:22][CH:23]=[C:24]([N+:26]([O-:28])=[O:27])[CH:25]=[C:20]3[CH:19]=2)[CH:15]=[CH:16][CH:17]=1. The catalyst class is: 9. (3) Reactant: C[O:2][C:3](=[O:14])[C:4]([CH3:13])([C@H:6]1[CH2:11][CH2:10][CH2:9][N:8]([CH3:12])[CH2:7]1)[CH3:5].[OH-].[Na+]. Product: [CH3:13][C:4]([C@H:6]1[CH2:11][CH2:10][CH2:9][N:8]([CH3:12])[CH2:7]1)([CH3:5])[C:3]([OH:14])=[O:2]. The catalyst class is: 5. (4) Reactant: C([O:8][C:9]1[CH:14]=[CH:13][N:12]([CH2:15][CH2:16][CH2:17][CH3:18])[C:11](=[O:19])[CH:10]=1)C1C=CC=CC=1. Product: [CH2:15]([N:12]1[CH:13]=[CH:14][C:9]([OH:8])=[CH:10][C:11]1=[O:19])[CH2:16][CH2:17][CH3:18]. The catalyst class is: 63. (5) Reactant: [CH3:1][S:2]([C:5]1[CH:6]=[N:7][C:8]2[C:13]([C:14]=1[C:15]1[CH:20]=[CH:19][CH:18]=[CH:17][CH:16]=1)=[CH:12][C:11]([CH:21]=O)=[CH:10][CH:9]=2)(=[O:4])=[O:3].[S:23]1[CH2:29][C:27](=[O:28])[NH:26][C:24]1=[S:25].C([O-])(=O)C.[Na+]. Product: [CH3:1][S:2]([C:5]1[CH:6]=[N:7][C:8]2[C:13]([C:14]=1[C:15]1[CH:16]=[CH:17][CH:18]=[CH:19][CH:20]=1)=[CH:12][C:11]([CH:21]=[C:29]1[S:23][C:24](=[S:25])[NH:26][C:27]1=[O:28])=[CH:10][CH:9]=2)(=[O:4])=[O:3]. The catalyst class is: 15. (6) Reactant: [C:1]([C:3]1[CH:8]=[CH:7][C:6]([NH:9][C:10]([CH:12]2[NH:16][CH:15]([CH2:17][C:18]([CH3:21])([CH3:20])[CH3:19])[C:14]3([C:29]4[C:24](=[CH:25][C:26]([Br:30])=[CH:27][CH:28]=4)[NH:23][C:22]3=[O:31])[CH:13]2[C:32]2[CH:37]=[CH:36][CH:35]=[C:34]([Cl:38])[C:33]=2[F:39])=[O:11])=[CH:5][CH:4]=1)#[N:2].[OH:40]O.[OH-].[Na+]. Product: [C:1]([C:3]1[CH:4]=[CH:5][C:6]([NH:9][C:10]([CH:12]2[NH:16][CH:15]([CH2:17][C:18]([CH3:21])([CH3:20])[CH3:19])[C:14]3([C:29]4[C:24](=[CH:25][C:26]([Br:30])=[CH:27][CH:28]=4)[NH:23][C:22]3=[O:31])[CH:13]2[C:32]2[CH:37]=[CH:36][CH:35]=[C:34]([Cl:38])[C:33]=2[F:39])=[O:11])=[CH:7][CH:8]=1)(=[O:40])[NH2:2]. The catalyst class is: 16.